This data is from NCI-60 drug combinations with 297,098 pairs across 59 cell lines. The task is: Regression. Given two drug SMILES strings and cell line genomic features, predict the synergy score measuring deviation from expected non-interaction effect. (1) Drug 1: CNC(=O)C1=CC=CC=C1SC2=CC3=C(C=C2)C(=NN3)C=CC4=CC=CC=N4. Drug 2: CC(C1=C(C=CC(=C1Cl)F)Cl)OC2=C(N=CC(=C2)C3=CN(N=C3)C4CCNCC4)N. Cell line: NCI-H522. Synergy scores: CSS=11.0, Synergy_ZIP=-1.62, Synergy_Bliss=-0.0919, Synergy_Loewe=-0.870, Synergy_HSA=-0.865. (2) Cell line: U251. Drug 1: CN(C)C1=NC(=NC(=N1)N(C)C)N(C)C. Synergy scores: CSS=39.6, Synergy_ZIP=2.33, Synergy_Bliss=2.98, Synergy_Loewe=-79.3, Synergy_HSA=0.958. Drug 2: CCC1(C2=C(COC1=O)C(=O)N3CC4=CC5=C(C=CC(=C5CN(C)C)O)N=C4C3=C2)O.Cl. (3) Drug 1: CC1=C(C=C(C=C1)NC2=NC=CC(=N2)N(C)C3=CC4=NN(C(=C4C=C3)C)C)S(=O)(=O)N.Cl. Drug 2: CC1C(C(=O)NC(C(=O)N2CCCC2C(=O)N(CC(=O)N(C(C(=O)O1)C(C)C)C)C)C(C)C)NC(=O)C3=C4C(=C(C=C3)C)OC5=C(C(=O)C(=C(C5=N4)C(=O)NC6C(OC(=O)C(N(C(=O)CN(C(=O)C7CCCN7C(=O)C(NC6=O)C(C)C)C)C)C(C)C)C)N)C. Cell line: SF-268. Synergy scores: CSS=23.6, Synergy_ZIP=16.7, Synergy_Bliss=17.8, Synergy_Loewe=14.4, Synergy_HSA=15.0. (4) Drug 1: CNC(=O)C1=CC=CC=C1SC2=CC3=C(C=C2)C(=NN3)C=CC4=CC=CC=N4. Drug 2: CN1CCC(CC1)COC2=C(C=C3C(=C2)N=CN=C3NC4=C(C=C(C=C4)Br)F)OC. Cell line: HOP-92. Synergy scores: CSS=9.73, Synergy_ZIP=-2.36, Synergy_Bliss=-4.21, Synergy_Loewe=-7.02, Synergy_HSA=-4.86. (5) Drug 1: CC(C)CN1C=NC2=C1C3=CC=CC=C3N=C2N. Drug 2: C1C(C(OC1N2C=NC3=C2NC=NCC3O)CO)O. Cell line: SNB-75. Synergy scores: CSS=0.107, Synergy_ZIP=1.15, Synergy_Bliss=1.57, Synergy_Loewe=-2.51, Synergy_HSA=-2.32.